Predict the reactants needed to synthesize the given product. From a dataset of Full USPTO retrosynthesis dataset with 1.9M reactions from patents (1976-2016). (1) Given the product [CH2:1]([O:3][C:4](=[O:18])[C:5]1[CH:10]=[C:9]([N:11]2[CH2:16][CH2:15][CH2:14][CH2:13][CH2:12]2)[CH:8]=[CH:7][C:6]=1[NH:17][C:30](=[O:31])[C:29]1[CH:33]=[CH:34][CH:35]=[C:27]([CH2:38][Cl:40])[CH:28]=1)[CH3:2], predict the reactants needed to synthesize it. The reactants are: [CH2:1]([O:3][C:4](=[O:18])[C:5]1[CH:10]=[C:9]([N:11]2[CH2:16][CH2:15][CH2:14][CH2:13][CH2:12]2)[CH:8]=[CH:7][C:6]=1[NH2:17])[CH3:2].N1C=CC=CC=1.CO[C:27]1[CH:28]=[C:29]([CH:33]=[CH:34][C:35]=1OC)[C:30](Cl)=[O:31].[CH2:38]([Cl:40])Cl. (2) Given the product [CH2:13]([NH:19][C:2]1[CH:3]=[C:4]([CH:8]2[O:12][CH2:11][CH2:10][O:9]2)[CH:5]=[CH:6][CH:7]=1)[CH2:14][CH2:15][CH2:16][CH2:17][CH3:18], predict the reactants needed to synthesize it. The reactants are: Br[C:2]1[CH:3]=[C:4]([CH:8]2[O:12][CH2:11][CH2:10][O:9]2)[CH:5]=[CH:6][CH:7]=1.[CH2:13]([NH2:19])[CH2:14][CH2:15][CH2:16][CH2:17][CH3:18].CC(C)([O-])C.[Na+].